From a dataset of Experimentally validated miRNA-target interactions with 360,000+ pairs, plus equal number of negative samples. Binary Classification. Given a miRNA mature sequence and a target amino acid sequence, predict their likelihood of interaction. (1) The miRNA is hsa-miR-125b-2-3p with sequence UCACAAGUCAGGCUCUUGGGAC. The protein sequence of the target gene is MKILLLLLTLSLASRTKAGEIIGGHEVKPHSRPYMALLSIKDQQPEAICGGFLIREDFVLTAAHCEGSIINVTLGAHNIKEQEKTQQVIPMVKCIPHPDYNPKTFSNDIMLLKLKSKAKRTRAVRPLNLPRRNVNVKPGDVCYVAGWGRMAPMGKYSNTLQEVELTVQKDRECESYFKNRYNKTNQICAGDPKTKRASFRGDSGGPLVCKKVAAGIVSYGYKDGSPPRAFTKVSSFLSWIKKTMKSS. Result: 0 (no interaction). (2) The miRNA is hsa-miR-575 with sequence GAGCCAGUUGGACAGGAGC. The protein sequence of the target gene is MFLHSVNLWNLAFYVFMVFLATLGLWDVFFGFEENKCSMSYMFEYPEYQKIELPKKLAKRYPAYELYLYGEGSYAEEHKILPLTGIPVLFLPGNAGSYKQVRSIGSIALRKAEDIDFKYHFDFFSVNFNEELVALYGGSLQKQTKFVHECIKTILKLYKGQEFAPKSVAIIGHSMGGLVARALLTLKNFKHDLINLLITQATPHVAPVMPLDRFITDFYTTVNNYWILNARHINLTTLSVAGGFRDYQVRSGLTFLPKLSHHTSALSVVSSAVPKTWVSTDHLSIVWCKQLQLTTVRAFF.... Result: 1 (interaction). (3) The miRNA is hsa-miR-4523 with sequence GACCGAGAGGGCCUCGGCUGU. The protein sequence of the target gene is MAAGGAEGGSGPGAAMGDCAEIKSQFRTREGFYKLLPGDGAARRSGPASAQTPVPPQPPQPPPGPASASGPGAAGPASSPPPAGPGPGPALPAVRLSLVRLGEPDSAGAGEPPATPAGLGSGGDRVCFNLGRELYFYPGCCRRGSQRSIDLNKPIDKRIYKGTQPTCHDFNQFTAATETISLLVGFSAGQVQYLDLIKKDTSKLFNEERLIDKTKVTYLKWLPESESLFLASHASGHLYLYNVSHPCASAPPQYSLLKQGEGFSVYAAKSKAPRNPLAKWAVGEGPLNEFAFSPDGRHLA.... Result: 0 (no interaction).